This data is from Forward reaction prediction with 1.9M reactions from USPTO patents (1976-2016). The task is: Predict the product of the given reaction. (1) Given the reactants [Cl:1][C:2]1[CH:10]=[C:6]([C:7]([OH:9])=O)[C:5]([OH:11])=[CH:4][CH:3]=1.[F:12][C:13]([F:22])([F:21])[C:14]1[CH:20]=[CH:19][CH:18]=[CH:17][C:15]=1[NH2:16].P(Cl)(Cl)Cl.ClC1C=CC=CC=1, predict the reaction product. The product is: [F:12][C:13]([F:21])([F:22])[C:14]1[CH:20]=[CH:19][CH:18]=[CH:17][C:15]=1[NH:16][C:7](=[O:9])[C:6]1[CH:10]=[C:2]([Cl:1])[CH:3]=[CH:4][C:5]=1[OH:11]. (2) Given the reactants [Br:1][C:2]1[CH:3]=[CH:4][C:5](=[O:9])[NH:6][C:7]=1[CH3:8].C(=O)([O-])[O-].[Cs+].[Cs+].CS(O[CH2:21][C:22]([F:25])([F:24])[F:23])(=O)=O.F[B-](F)(F)F.[O:31]=[N+:32]=[O:33], predict the reaction product. The product is: [Br:1][C:2]1[CH:3]=[C:4]([N+:32]([O-:33])=[O:31])[C:5](=[O:9])[N:6]([CH2:21][C:22]([F:25])([F:24])[F:23])[C:7]=1[CH3:8].